This data is from Ames mutagenicity test results for genotoxicity prediction. The task is: Regression/Classification. Given a drug SMILES string, predict its toxicity properties. Task type varies by dataset: regression for continuous values (e.g., LD50, hERG inhibition percentage) or binary classification for toxic/non-toxic outcomes (e.g., AMES mutagenicity, cardiotoxicity, hepatotoxicity). Dataset: ames. (1) The molecule is Nc1ccc(S(=O)(=O)O)c2ccccc12. The result is 0 (non-mutagenic). (2) The compound is Cc1ccc2c3c1ccc1cccc(c13)C2. The result is 1 (mutagenic). (3) The compound is CN(C)CCNS(=O)(=O)c1cccc2cccnc12. The result is 0 (non-mutagenic). (4) The drug is O=C(c1ccccc1)[C@@H]1O[C@H]1c1ccc([N+](=O)[O-])cc1. The result is 0 (non-mutagenic). (5) The compound is COP(=O)(OC)O/C(C)=C\C(=O)O[C@@H](C)c1ccccc1. The result is 0 (non-mutagenic). (6) The compound is COc1cc2c(c3oc(=O)c4c(c13)CCOC4=O)C1CCOC1O2. The result is 0 (non-mutagenic). (7) The molecule is CN1CCc2cc3c(c4c2C1Cc1ccccc1-4)OCO3. The result is 1 (mutagenic).